Dataset: Reaction yield outcomes from USPTO patents with 853,638 reactions. Task: Predict the reaction yield, written as a fraction of the theoretical maximum amount of product (1.0 means a 100% yield; for example, 0.34 means a 34% yield). The reactants are [CH3:1][C:2]1[C:7](=[O:8])[C@@H:6]([OH:9])[CH2:5][C:4]([CH3:11])([CH3:10])[C:3]=1/[CH:12]=[CH:13]/[C:14](/[CH3:44])=[CH:15]/[CH:16]=[CH:17]/[C:18](/[CH3:43])=[CH:19]/[CH:20]=[CH:21]/[CH:22]=[C:23](\[CH3:42])/[CH:24]=[CH:25]/[CH:26]=[C:27](\[CH3:41])/[CH:28]=[CH:29]/[C:30]1[C:36]([CH3:38])([CH3:37])[CH2:35][C@H:34]([OH:39])[C:32](=[O:33])[C:31]=1[CH3:40]. The catalyst is CCCCCCC. The product is [CH3:40][C:31]1[C:32](=[O:33])[C@H:34]([OH:39])[CH2:35][C:36]([CH3:37])([CH3:38])[C:30]=1/[CH:29]=[CH:28]/[C:27](/[CH3:41])=[CH:26]/[CH:25]=[CH:24]/[C:23](/[CH3:42])=[CH:22]/[CH:21]=[CH:20]/[CH:19]=[C:18](\[CH3:43])/[CH:17]=[CH:16]/[CH:15]=[C:14](\[CH3:44])/[CH:13]=[CH:12]/[C:3]1[C:4]([CH3:11])([CH3:10])[CH2:5][C@@H:6]([OH:9])[C:7](=[O:8])[C:2]=1[CH3:1].[CH3:40][C:31]1[C:32](=[O:33])[C@H:34]([OH:39])[CH2:35][C:36]([CH3:37])([CH3:38])[C:30]=1/[CH:29]=[CH:28]/[C:27](/[CH3:41])=[CH:26]/[CH:25]=[CH:24]/[C:23](/[CH3:42])=[CH:22]/[CH:21]=[CH:20]/[CH:19]=[C:18](\[CH3:43])/[CH:17]=[CH:16]/[CH:15]=[C:14](\[CH3:44])/[CH:13]=[CH:12]/[C:3]1[C:4]([CH3:11])([CH3:10])[CH2:5][C@H:6]([OH:9])[C:7](=[O:8])[C:2]=1[CH3:1].[CH3:40][C:31]1[C:32](=[O:33])[C@@H:34]([OH:39])[CH2:35][C:36]([CH3:37])([CH3:38])[C:30]=1/[CH:29]=[CH:28]/[C:27](/[CH3:41])=[CH:26]/[CH:25]=[CH:24]/[C:23](/[CH3:42])=[CH:22]/[CH:21]=[CH:20]/[CH:19]=[C:18](\[CH3:43])/[CH:17]=[CH:16]/[CH:15]=[C:14](\[CH3:44])/[CH:13]=[CH:12]/[C:3]1[C:4]([CH3:11])([CH3:10])[CH2:5][C@H:6]([OH:9])[C:7](=[O:8])[C:2]=1[CH3:1]. The yield is 0.873.